The task is: Predict the reactants needed to synthesize the given product.. This data is from Full USPTO retrosynthesis dataset with 1.9M reactions from patents (1976-2016). (1) Given the product [CH2:1]([O:3][C:4]([C:6]1[S:10][C:9]([C:11]2[CH:16]=[CH:15][CH:14]=[CH:13][CH:12]=2)=[N:8][C:7]=1[CH2:17][N:24]([CH2:25][C:26]1[CH:31]=[CH:30][C:29]([O:32][CH3:33])=[CH:28][C:27]=1[O:34][CH3:35])[CH2:23][C:22]([O:21][CH2:19][CH3:20])=[O:36])=[O:5])[CH3:2], predict the reactants needed to synthesize it. The reactants are: [CH2:1]([O:3][C:4]([C:6]1[S:10][C:9]([C:11]2[CH:16]=[CH:15][CH:14]=[CH:13][CH:12]=2)=[N:8][C:7]=1[CH2:17]Br)=[O:5])[CH3:2].[CH2:19]([O:21][C:22](=[O:36])[CH2:23][NH:24][CH2:25][C:26]1[CH:31]=[CH:30][C:29]([O:32][CH3:33])=[CH:28][C:27]=1[O:34][CH3:35])[CH3:20].C(=O)([O-])[O-].[K+].[K+]. (2) Given the product [Cl:27][C:24]1[CH:25]=[CH:26][C:21]([S:20][C:15]2[CH:16]=[CH:17][CH:18]=[CH:19][C:14]=2[CH2:13][CH2:12][C:11]([NH:10][CH2:9][CH2:8][CH2:7][CH2:6][NH:31][CH3:30])=[O:28])=[CH:22][CH:23]=1, predict the reactants needed to synthesize it. The reactants are: CS(O[CH2:6][CH2:7][CH2:8][CH2:9][NH:10][C:11](=[O:28])[CH2:12][CH2:13][C:14]1[CH:19]=[CH:18][CH:17]=[CH:16][C:15]=1[S:20][C:21]1[CH:26]=[CH:25][C:24]([Cl:27])=[CH:23][CH:22]=1)(=O)=O.Cl.[CH3:30][NH2:31]. (3) The reactants are: CC([O-])(CC)C.[Na+].[C:8]12([NH:13][C:14]([C:16]3[CH:17]=[C:18]([C:22]4[CH:23]=[C:24]5[C:31]([C:32]([NH:34][CH3:35])=[O:33])=[C:30]([C:36]6[CH:41]=[CH:40][C:39]([F:42])=[CH:38][CH:37]=6)[O:29][C:25]5=[N:26][C:27]=4Cl)[CH:19]=[CH:20][CH:21]=3)=[O:15])[CH2:12][CH:10]([CH2:11]1)[CH2:9]2.[F:43][CH:44]([F:47])[CH2:45][NH2:46]. Given the product [C:8]12([NH:13][C:14]([C:16]3[CH:17]=[C:18]([C:22]4[CH:23]=[C:24]5[C:31]([C:32]([NH:34][CH3:35])=[O:33])=[C:30]([C:36]6[CH:41]=[CH:40][C:39]([F:42])=[CH:38][CH:37]=6)[O:29][C:25]5=[N:26][C:27]=4[NH:46][CH2:45][CH:44]([F:47])[F:43])[CH:19]=[CH:20][CH:21]=3)=[O:15])[CH2:12][CH:10]([CH2:11]1)[CH2:9]2, predict the reactants needed to synthesize it.